Dataset: Full USPTO retrosynthesis dataset with 1.9M reactions from patents (1976-2016). Task: Predict the reactants needed to synthesize the given product. (1) Given the product [CH3:1][N:2]([CH2:3][CH2:4][N:5]1[CH2:10][CH2:9][O:8][CH2:7][CH2:6]1)[C:19]([C:21]1[CH:22]=[C:23]([CH:28]=[CH:29][CH:30]=1)[C:24]([O:26][CH3:27])=[O:25])=[O:20], predict the reactants needed to synthesize it. The reactants are: [CH3:1][NH:2][CH2:3][CH2:4][N:5]1[CH2:10][CH2:9][O:8][CH2:7][CH2:6]1.C(N(CC)CC)C.Cl[C:19]([C:21]1[CH:22]=[C:23]([CH:28]=[CH:29][CH:30]=1)[C:24]([O:26][CH3:27])=[O:25])=[O:20]. (2) Given the product [NH:14]([CH2:15][C:16]([NH:18][C@H:19]1[CH2:23][CH2:22][N:21]([C:24]([C@@H:26]2[CH2:30][C@H:29]([S:31][C:32]3[C@H:33]([CH3:56])[C@@H:34]4[C@@H:51]([C@H:52]([OH:54])[CH3:53])[C:50](=[O:55])[N:35]4[C:36]=3[C:37]([OH:39])=[O:38])[CH2:28][N:27]2[CH3:57])=[O:25])[CH2:20]1)=[O:17])[C:13]([NH2:58])=[NH:12], predict the reactants needed to synthesize it. The reactants are: [N+](C1C=CC(COC([N:12]=[C:13]([NH:58]C(OCC2C=CC([N+]([O-])=O)=CC=2)=O)[NH:14][CH2:15][C:16]([NH:18][C@H:19]2[CH2:23][CH2:22][N:21]([C:24]([C@@H:26]3[CH2:30][C@H:29]([S:31][C:32]4[C@H:33]([CH3:56])[C@@H:34]5[C@@H:51]([C@H:52]([OH:54])[CH3:53])[C:50](=[O:55])[N:35]5[C:36]=4[C:37]([O:39]CC4C=CC([N+]([O-])=O)=CC=4)=[O:38])[CH2:28][N:27]3[CH3:57])=[O:25])[CH2:20]2)=[O:17])=O)=CC=1)([O-])=O. (3) The reactants are: [C:1]([C:3]1[C:4]([F:20])=[C:5]([NH:9][C:10](=[O:19])[O:11][CH2:12][C:13]2[CH:18]=[CH:17][CH:16]=[CH:15][CH:14]=2)[CH:6]=[CH:7][CH:8]=1)#N.CC(C[AlH]CC(C)C)C.C(Cl)Cl.C1C[O:36]CC1. Given the product [F:20][C:4]1[C:3]([CH:1]=[O:36])=[CH:8][CH:7]=[CH:6][C:5]=1[NH:9][C:10](=[O:19])[O:11][CH2:12][C:13]1[CH:18]=[CH:17][CH:16]=[CH:15][CH:14]=1, predict the reactants needed to synthesize it.